This data is from Full USPTO retrosynthesis dataset with 1.9M reactions from patents (1976-2016). The task is: Predict the reactants needed to synthesize the given product. (1) Given the product [NH2:10][C:8]([NH:7][C:5]1[S:6][C:2]([Br:1])=[CH:3][C:4]=1[C:17]([O:19][CH3:20])=[O:18])=[O:9], predict the reactants needed to synthesize it. The reactants are: [Br:1][C:2]1[S:6][C:5]([NH:7][C:8]([NH:10]C(=O)C(Cl)(Cl)Cl)=[O:9])=[C:4]([C:17]([O:19][CH3:20])=[O:18])[CH:3]=1.N. (2) Given the product [N+:19]([C:4]1[CH:3]=[CH:2][C:1]([N:7]2[C:11](=[O:12])[N:10]=[N:9][NH:8]2)=[CH:6][CH:5]=1)([O-:20])=[O:18], predict the reactants needed to synthesize it. The reactants are: [C:1]1([N:7]2[C:11](=[O:12])[N:10]=[N:9][NH:8]2)[CH:6]=[CH:5][CH:4]=[CH:3][CH:2]=1.F[B-](F)(F)F.[O:18]=[N+:19]=[O:20].O. (3) Given the product [CH2:1]([C:3]1[CH:8]=[CH:7][C:6]([F:45])=[C:5]([CH:9]([C:11]2[N:12]([CH3:22])[N:13]=[C:14]([C:16]3[CH:17]=[CH:18][CH:19]=[CH:20][CH:21]=3)[N:15]=2)[OH:10])[CH:4]=1)[CH3:2], predict the reactants needed to synthesize it. The reactants are: [CH2:1]([C:3]1[CH:4]=[C:5]([CH:9]([C:11]2[N:12]([CH3:22])[N:13]=[C:14]([C:16]3[CH:21]=[CH:20][CH:19]=[CH:18][CH:17]=3)[N:15]=2)[OH:10])[CH:6]=[CH:7][CH:8]=1)[CH3:2].CN1C=NC(C2C=CC=CC=2)=N1.C(C1C=CC([F:45])=C(C=1)C=O)C.